This data is from Forward reaction prediction with 1.9M reactions from USPTO patents (1976-2016). The task is: Predict the product of the given reaction. (1) Given the reactants C1([O:7][C:8](=O)[NH:9][C:10]2[C:19]3[C:14](=[CH:15][CH:16]=[CH:17][CH:18]=3)[C:13]([O:20][C:21]3[CH:26]=[CH:25][N:24]=[C:23]([NH:27][C:28]4[CH:33]=[C:32]([O:34][CH2:35][CH2:36][O:37][CH2:38][CH2:39][O:40][CH2:41][CH2:42][O:43][CH3:44])[CH:31]=[C:30]([O:45][CH3:46])[CH:29]=4)[N:22]=3)=[CH:12][CH:11]=2)C=CC=CC=1.[NH2:48][C:49]1[C:50]([O:62][CH3:63])=[C:51]([CH:55]=[C:56]([C:58]([CH3:61])([CH3:60])[CH3:59])[CH:57]=1)[C:52]([NH2:54])=[O:53], predict the reaction product. The product is: [C:58]([C:56]1[CH:57]=[C:49]([NH:48][C:8]([NH:9][C:10]2[C:19]3[C:14](=[CH:15][CH:16]=[CH:17][CH:18]=3)[C:13]([O:20][C:21]3[CH:26]=[CH:25][N:24]=[C:23]([NH:27][C:28]4[CH:33]=[C:32]([O:34][CH2:35][CH2:36][O:37][CH2:38][CH2:39][O:40][CH2:41][CH2:42][O:43][CH3:44])[CH:31]=[C:30]([O:45][CH3:46])[CH:29]=4)[N:22]=3)=[CH:12][CH:11]=2)=[O:7])[C:50]([O:62][CH3:63])=[C:51]([CH:55]=1)[C:52]([NH2:54])=[O:53])([CH3:60])([CH3:59])[CH3:61]. (2) The product is: [C:28]([O:27][C:25]([NH:24][CH:14]1[C:13](=[O:32])[N:12]2[CH:8]([CH2:9][CH:10]([O:33][C:34]([N:36]3[CH2:44][C:43]4[C:38](=[CH:39][CH:40]=[CH:41][C:42]=4[F:45])[CH2:37]3)=[O:35])[CH2:11]2)[C:7](=[O:46])[NH:6][C:5]2([C:3]([OH:4])=[O:2])[CH:22]([CH2:23]2)[CH2:21][CH2:20][CH2:19][CH2:18][CH2:17][CH2:16][CH2:15]1)=[O:26])([CH3:31])([CH3:29])[CH3:30]. Given the reactants C[O:2][C:3]([C:5]12[CH2:23][CH:22]1[CH2:21][CH2:20][CH2:19][CH2:18][CH2:17][CH2:16][CH2:15][CH:14]([NH:24][C:25]([O:27][C:28]([CH3:31])([CH3:30])[CH3:29])=[O:26])[C:13](=[O:32])[N:12]1[CH:8]([CH2:9][CH:10]([O:33][C:34]([N:36]3[CH2:44][C:43]4[C:38](=[CH:39][CH:40]=[CH:41][C:42]=4[F:45])[CH2:37]3)=[O:35])[CH2:11]1)[C:7](=[O:46])[NH:6]2)=[O:4].C1COCC1.CO.[OH-].[Li+], predict the reaction product. (3) Given the reactants [NH2:1][C:2]1[CH:29]=[CH:28][C:5]([O:6][C:7]2[N:12]=[CH:11][N:10]=[C:9]([NH:13][C:14]3[CH:19]=[CH:18][C:17]([O:20][CH2:21][C:22]4[CH:27]=[CH:26][CH:25]=[CH:24][CH:23]=4)=[CH:16][CH:15]=3)[CH:8]=2)=[C:4]([F:30])[CH:3]=1.NC1N=CN=C(O[C:53]2C=CC(NC(NC(=O)CC3C=[CH:55][C:54]([F:57])=[CH:53]C=3)=S)=[CH:55][C:54]=2[F:57])C=1.CN([C:63]([O:67]N1N=NC2C=CC=CC1=2)=[N+](C)C)C.[B-](F)(F)(F)F.CC[N:84]([CH:88]([CH3:90])C)[CH:85]([CH3:87])[CH3:86].C[O:92]C1C=CC(CNC2N=C(OC3C=CC(N)=CC=3F)C=CN=2)=CC=1, predict the reaction product. The product is: [CH2:21]([O:20][C:17]1[CH:16]=[CH:15][C:14]([NH:13][C:9]2[N:10]=[CH:11][N:12]=[C:7]([O:6][C:5]3[CH:28]=[CH:29][C:2]([NH:1][C:63](=[O:67])[CH2:90][C:88]([NH:84][C:85]4[CH:86]=[CH:55][C:54]([F:57])=[CH:53][CH:87]=4)=[O:92])=[CH:3][C:4]=3[F:30])[CH:8]=2)=[CH:19][CH:18]=1)[C:22]1[CH:27]=[CH:26][CH:25]=[CH:24][CH:23]=1. (4) Given the reactants [Br:1][C:2]1[CH:9]=[CH:8][C:5]([CH:6]=[O:7])=[CH:4][CH:3]=1.[OH:10][CH2:11][C:12]([CH3:16])([CH2:14]O)[CH3:13], predict the reaction product. The product is: [Br:1][C:2]1[CH:9]=[CH:8][C:5]([CH:6]2[O:10][CH2:11][C:12]([CH3:16])([CH3:14])[CH2:13][O:7]2)=[CH:4][CH:3]=1.